Dataset: Catalyst prediction with 721,799 reactions and 888 catalyst types from USPTO. Task: Predict which catalyst facilitates the given reaction. (1) Reactant: N1([NH:7][C:8]([O:10][CH2:11][C:12]2[CH:17]=[CH:16][CH:15]=[CH:14][CH:13]=2)=[O:9])CCNCC1.[OH:18][C:19]([CH3:24])([CH3:23])[C:20](O)=[O:21].Cl.C(N=C=NCCCN(C)C)C.O.ON1C2C=CC=CC=2N=N1.[CH2:48]([N:50](CC)[CH2:51][CH3:52])[CH3:49]. Product: [OH:18][C:19]([CH3:24])([CH3:23])[C:20]([N:50]1[CH2:51][CH2:52][N:7]([C:8]([O:10][CH2:11][C:12]2[CH:13]=[CH:14][CH:15]=[CH:16][CH:17]=2)=[O:9])[CH2:49][CH2:48]1)=[O:21]. The catalyst class is: 7. (2) Reactant: [Br:1][C:2]1[NH:10][C:9]2[C:8](=[O:11])[NH:7][C:6](=O)[N:5]([CH3:13])[C:4]=2[N:3]=1.[CH3:14]I.[C:16](=[O:19])([O-])[O-].[K+].[K+]. Product: [Br:1][C:2]1[N:10]([CH3:14])[C:9]2[C:8](=[O:11])[N:7]([CH3:6])[C:16](=[O:19])[N:5]([CH3:13])[C:4]=2[N:3]=1. The catalyst class is: 35. (3) Reactant: C(OC([NH:8][CH2:9][C:10]1[NH:11][C:12]([C:20]2[CH:29]=[CH:28][CH:27]=[C:26]3[C:21]=2[N:22]=[C:23]([NH:31][C:32]([CH3:35])([CH3:34])[CH3:33])[C:24]([CH3:30])=[N:25]3)=[CH:13][C:14]=1[C:15]([O:17]CC)=[O:16])=O)(C)(C)C.[Li+].[OH-].O1CCOCC1.[ClH:44]. Product: [ClH:44].[NH2:8][CH2:9][C:10]1[NH:11][C:12]([C:20]2[CH:29]=[CH:28][CH:27]=[C:26]3[C:21]=2[N:22]=[C:23]([NH:31][C:32]([CH3:35])([CH3:34])[CH3:33])[C:24]([CH3:30])=[N:25]3)=[CH:13][C:14]=1[C:15]([OH:17])=[O:16]. The catalyst class is: 6. (4) Reactant: Cl[C:2]1[CH:3]=[C:4]([CH:31]=[CH:32][N:33]=1)[C:5]([NH:7][C:8]1[CH:30]=[CH:29][C:11]2[CH2:12][CH2:13][C:14]3[C:15]([C:26]([NH2:28])=[O:27])=[N:16][N:17]([C:19]4[CH:24]=[CH:23][C:22]([F:25])=[CH:21][CH:20]=4)[C:18]=3[C:10]=2[CH:9]=1)=[O:6].[CH3:34][N:35]1[CH2:40][CH2:39][NH:38][CH2:37][CH2:36]1.O. Product: [F:25][C:22]1[CH:23]=[CH:24][C:19]([N:17]2[C:18]3[C:10]4[CH:9]=[C:8]([NH:7][C:5](=[O:6])[C:4]5[CH:31]=[CH:32][N:33]=[C:2]([N:38]6[CH2:39][CH2:40][N:35]([CH3:34])[CH2:36][CH2:37]6)[CH:3]=5)[CH:30]=[CH:29][C:11]=4[CH2:12][CH2:13][C:14]=3[C:15]([C:26]([NH2:28])=[O:27])=[N:16]2)=[CH:20][CH:21]=1. The catalyst class is: 80. (5) Reactant: Cl.CN[O:4][CH3:5].[Br:6][C:7]1[CH:8]=[C:9]([C:12](Cl)=[O:13])[O:10][CH:11]=1.C([N:18]([CH2:22]C)C(C)C)(C)C. Product: [CH3:5][O:4][CH2:22][NH:18][C:12]([C:9]1[O:10][CH:11]=[C:7]([Br:6])[CH:8]=1)=[O:13]. The catalyst class is: 79. (6) Product: [BrH:17].[CH2:10]([S:8][C:1](=[NH:9])[C:2]1[CH:7]=[CH:6][CH:5]=[CH:4][CH:3]=1)[C:11]1[CH:16]=[CH:15][CH:14]=[CH:13][CH:12]=1. The catalyst class is: 2. Reactant: [C:1]([NH2:9])(=[S:8])[C:2]1[CH:7]=[CH:6][CH:5]=[CH:4][CH:3]=1.[CH2:10]([Br:17])[C:11]1[CH:16]=[CH:15][CH:14]=[CH:13][CH:12]=1.